Task: Predict which catalyst facilitates the given reaction.. Dataset: Catalyst prediction with 721,799 reactions and 888 catalyst types from USPTO (1) Reactant: [CH3:1][C:2](C)([O-:4])C.[Na+].[F:7][C:8]1[CH:13]=[CH:12][C:11]([OH:14])=[CH:10][CH:9]=1.COC(OC)CBr. Product: [F:7][C:8]1[CH:13]=[CH:12][C:11]([O:14][CH2:1][CH:2]=[O:4])=[CH:10][CH:9]=1. The catalyst class is: 107. (2) Reactant: [CH3:1][O:2][C:3](=[O:28])[CH:4]([C:6]1[CH:15]=[CH:14][C:13]2[C:8](=[CH:9][CH:10]=[C:11]([O:16][C:17](=[O:27])[CH2:18][O:19]CC3C=CC=CC=3)[CH:12]=2)[CH:7]=1)[CH3:5]. Product: [CH3:1][O:2][C:3](=[O:28])[CH:4]([C:6]1[CH:15]=[CH:14][C:13]2[C:8](=[CH:9][CH:10]=[C:11]([O:16][C:17](=[O:27])[CH2:18][OH:19])[CH:12]=2)[CH:7]=1)[CH3:5]. The catalyst class is: 78. (3) Product: [OH:19][C@@:5]1([CH2:4][CH2:3][N:2]([CH3:1])[CH2:29][CH2:28][CH2:27][NH:26][C:24](=[O:25])[C:23]([CH2:32][O:33][CH3:34])([CH3:31])[CH2:22][O:21][CH3:20])[CH2:10][C@H:9]2[CH2:11][CH2:12][C@@H:6]1[CH:7]=[C:8]2[C:13]1[CH:18]=[CH:17][CH:16]=[CH:15][CH:14]=1. Reactant: [CH3:1][NH:2][CH2:3][CH2:4][C:5]1([OH:19])[CH2:10][CH:9]2[CH2:11][CH2:12][CH:6]1[CH:7]=[C:8]2[C:13]1[CH:18]=[CH:17][CH:16]=[CH:15][CH:14]=1.[CH3:20][O:21][CH2:22][C:23]([CH2:32][O:33][CH3:34])([CH3:31])[C:24]([NH:26][CH2:27][CH2:28][CH:29]=O)=[O:25].C([BH3-])#N.[Na+]. The catalyst class is: 585. (4) Reactant: [CH:1]1([N:6]2[CH2:12][C:11]([F:14])([F:13])[C:10](=[O:15])[N:9]([CH3:16])[C:8]3[CH:17]=[N:18][C:19]([NH:21][C:22]4[CH:30]=[CH:29][C:25]([C:26](O)=[O:27])=[CH:24][C:23]=4[CH3:31])=[N:20][C:7]2=3)[CH2:5][CH2:4][CH2:3][CH2:2]1.O[N:33]1[C:37]2C=CC=CC=2N=N1.F[P-](F)(F)(F)(F)F.CN(C(N(C)C)=[N+]1C2C=CC=CC=2[N+]([O-])=N1)C.[CH:66]([N:69]([CH:72]([CH3:74])C)[CH2:70][CH3:71])([CH3:68])C.NC1CCN(C)CC1. Product: [CH:1]1([N:6]2[CH2:12][C:11]([F:14])([F:13])[C:10](=[O:15])[N:9]([CH3:16])[C:8]3[CH:17]=[N:18][C:19]([NH:21][C:22]4[CH:30]=[CH:29][C:25]([C:26]([NH:33][CH:37]5[CH2:71][CH2:70][N:69]([CH2:66][CH3:68])[CH2:72][CH2:74]5)=[O:27])=[CH:24][C:23]=4[CH3:31])=[N:20][C:7]2=3)[CH2:5][CH2:4][CH2:3][CH2:2]1. The catalyst class is: 9. (5) Reactant: [C:1]([O:5][C:6]([N:8]([CH3:34])[CH:9]1[CH2:14][CH2:13][CH:12]([O:15][C:16]2[N:17]=[CH:18][N:19]=[C:20]3[C:27]=2[C:26]2[C@@H:25]([CH2:28][O:29][CH2:30][C:31](O)=[O:32])[CH2:24][CH2:23][C:22]=2[S:21]3)[CH2:11][CH2:10]1)=[O:7])([CH3:4])([CH3:3])[CH3:2].C1C=CC2N(O)N=[N:41]C=2C=1.CCN=C=NCCCN(C)C.[NH4+].[Cl-]. Product: [C:31]([CH2:30][O:29][CH2:28][C@H:25]1[CH2:24][CH2:23][C:22]2[S:21][C:20]3[C:27](=[C:16]([O:15][CH:12]4[CH2:11][CH2:10][CH:9]([N:8]([CH3:34])[C:6](=[O:7])[O:5][C:1]([CH3:3])([CH3:4])[CH3:2])[CH2:14][CH2:13]4)[N:17]=[CH:18][N:19]=3)[C:26]1=2)(=[O:32])[NH2:41]. The catalyst class is: 456.